From a dataset of Catalyst prediction with 721,799 reactions and 888 catalyst types from USPTO. Predict which catalyst facilitates the given reaction. Reactant: ClCCl.[CH3:4][O:5][CH2:6][CH2:7][CH2:8][OH:9].C(N(CC)CC)C.[CH3:17][S:18](Cl)(=[O:20])=[O:19]. Product: [CH3:17][S:18]([O:9][CH2:8][CH2:7][CH2:6][O:5][CH3:4])(=[O:20])=[O:19]. The catalyst class is: 84.